Dataset: Peptide-MHC class I binding affinity with 185,985 pairs from IEDB/IMGT. Task: Regression. Given a peptide amino acid sequence and an MHC pseudo amino acid sequence, predict their binding affinity value. This is MHC class I binding data. The peptide sequence is FTPQFLLQL. The MHC is HLA-A02:01 with pseudo-sequence HLA-A02:01. The binding affinity (normalized) is 0.475.